The task is: Predict the reaction yield, written as a fraction of the theoretical maximum amount of product (1.0 means a 100% yield; for example, 0.34 means a 34% yield).. This data is from Reaction yield outcomes from USPTO patents with 853,638 reactions. The reactants are [CH3:1][O:2][C:3]1[CH:8]=[C:7]([O:9][CH3:10])[N:6]=[C:5]([CH2:11][C:12](=O)[CH3:13])[N:4]=1.Cl.[CH2:16]([C:18]1[CH:23]=[CH:22][CH:21]=[CH:20][C:19]=1[NH:24]N)[CH3:17]. The catalyst is [Cl-].[Zn+2].[Cl-].C1(C)C=CC=CC=1. The product is [CH3:1][O:2][C:3]1[CH:8]=[C:7]([O:9][CH3:10])[N:6]=[C:5]([C:11]2[C:20]3[C:19](=[C:18]([CH2:16][CH3:17])[CH:23]=[CH:22][CH:21]=3)[NH:24][C:12]=2[CH3:13])[N:4]=1. The yield is 0.803.